From a dataset of Reaction yield outcomes from USPTO patents with 853,638 reactions. Predict the reaction yield, written as a fraction of the theoretical maximum amount of product (1.0 means a 100% yield; for example, 0.34 means a 34% yield). (1) The reactants are [OH:1][C:2]1[C:11]2[C:6](=[N:7][C:8]([CH3:13])=[C:9]([I:12])[CH:10]=2)[N:5]=[CH:4][C:3]=1[C:14]([O:16]CC)=O.[Cl:19][C:20]1[CH:27]=[CH:26][C:23]([CH2:24][NH2:25])=[CH:22][CH:21]=1. The catalyst is C(OCC)(=O)C. The product is [Cl:19][C:20]1[CH:27]=[CH:26][C:23]([CH2:24][NH:25][C:14]([C:3]2[CH:4]=[N:5][C:6]3[C:11]([C:2]=2[OH:1])=[CH:10][C:9]([I:12])=[C:8]([CH3:13])[N:7]=3)=[O:16])=[CH:22][CH:21]=1. The yield is 0.580. (2) The reactants are [I:1][C:2]1[CH:3]=[C:4]2[C:8](=[CH:9][CH:10]=1)[NH:7][CH:6]=[CH:5]2.[H-].[Na+].[F:13][CH:14]([F:26])[O:15][C:16]1[CH:21]=[CH:20][C:19]([S:22](Cl)(=[O:24])=[O:23])=[CH:18][CH:17]=1.O. The catalyst is CN(C)C=O. The product is [F:26][CH:14]([F:13])[O:15][C:16]1[CH:17]=[CH:18][C:19]([S:22]([N:7]2[C:8]3[C:4](=[CH:3][C:2]([I:1])=[CH:10][CH:9]=3)[CH:5]=[CH:6]2)(=[O:24])=[O:23])=[CH:20][CH:21]=1. The yield is 0.810. (3) The reactants are [CH2:1]([O:8][C:9](=[O:17])[NH:10][CH:11]([CH2:14][O:15][CH3:16])[CH2:12][CH3:13])[C:2]1[CH:7]=[CH:6][CH:5]=[CH:4][CH:3]=1.[CH3:18]I.[H-].[Na+]. The catalyst is C1COCC1.CN(C=O)C. The product is [CH2:1]([O:8][C:9](=[O:17])[N:10]([CH:11]([CH2:14][O:15][CH3:16])[CH2:12][CH3:13])[CH3:18])[C:2]1[CH:7]=[CH:6][CH:5]=[CH:4][CH:3]=1. The yield is 0.940.